This data is from Forward reaction prediction with 1.9M reactions from USPTO patents (1976-2016). The task is: Predict the product of the given reaction. (1) Given the reactants C([O:8][C:9]([C:11]1[O:15][C:14](=[O:16])[O:13][C:12]=1[CH:17]1[CH2:21][CH2:20][CH2:19][N:18]1[C:22]([O:24][C:25]([CH3:28])([CH3:27])[CH3:26])=[O:23])=[O:10])C1C=CC=CC=1.[H][H], predict the reaction product. The product is: [C:25]([O:24][C:22]([N:18]1[CH2:19][CH2:20][CH2:21][CH:17]1[C:12]1[O:13][C:14](=[O:16])[O:15][C:11]=1[C:9]([OH:10])=[O:8])=[O:23])([CH3:28])([CH3:26])[CH3:27]. (2) Given the reactants [I:1][C:2]1[CH:3]=[C:4]([CH:6]=[CH:7][C:8]=1[CH3:9])[NH2:5].[C:10](OCC)(=O)[CH2:11][C:12]([CH3:14])=O.O.C1(C)C=CC(S(O)(=O)=O)=CC=1.[I:31][C:32]1[C:41]([CH3:42])=[CH:40][CH:39]=[C:38]2[C:33]=1[C:34](=O)[CH:35]=[C:36]([CH3:43])[NH:37]2.[Cl-:45].[P+]=O.[OH-].[NH4+], predict the reaction product. The product is: [Cl:45][C:10]1[C:6]2[C:4](=[CH:3][C:2]([I:1])=[C:8]([CH3:9])[CH:7]=2)[N:5]=[C:12]([CH3:14])[CH:11]=1.[Cl:45][C:34]1[C:33]2[C:38](=[CH:39][CH:40]=[C:41]([CH3:42])[C:32]=2[I:31])[N:37]=[C:36]([CH3:43])[CH:35]=1. (3) Given the reactants C(=O)([O-])[O-].[K+].[K+].CS([O:11][CH:12]1[CH2:21][CH2:20][C:15]2([O:19][CH2:18][CH2:17][O:16]2)[CH2:14][CH2:13]1)(=O)=O.[CH2:22]([N:29]1[C:38](=[O:39])[C:37]2[C:32](=[CH:33][C:34]([O:41][CH3:42])=[C:35](O)[CH:36]=2)[N:31]=[CH:30]1)[C:23]1[CH:28]=[CH:27][CH:26]=[CH:25][CH:24]=1.O, predict the reaction product. The product is: [CH2:22]([N:29]1[C:38](=[O:39])[C:37]2[C:32](=[CH:33][C:34]([O:41][CH3:42])=[C:35]([O:11][CH:12]3[CH2:21][CH2:20][C:15]4([O:19][CH2:18][CH2:17][O:16]4)[CH2:14][CH2:13]3)[CH:36]=2)[N:31]=[CH:30]1)[C:23]1[CH:24]=[CH:25][CH:26]=[CH:27][CH:28]=1. (4) Given the reactants Br[C:2]1[CH:3]=[CH:4][C:5]([CH2:8][N:9]2[CH2:14][CH2:13][N:12]([CH:15]3[CH2:18][CH2:17][CH2:16]3)[CH2:11][CH2:10]2)=[N:6][CH:7]=1.[C:19]([C:21]1[CH:26]=[CH:25][C:24](B(O)O)=[CH:23][CH:22]=1)#[N:20], predict the reaction product. The product is: [CH:15]1([N:12]2[CH2:13][CH2:14][N:9]([CH2:8][C:5]3[N:6]=[CH:7][C:2]([C:24]4[CH:25]=[CH:26][C:21]([C:19]#[N:20])=[CH:22][CH:23]=4)=[CH:3][CH:4]=3)[CH2:10][CH2:11]2)[CH2:18][CH2:17][CH2:16]1. (5) The product is: [C:8]([C:7]1[C:2]2[N:1]=[C:12]([C:14]3[CH:23]=[CH:22][C:17]([C:18]([O:20][CH3:21])=[O:19])=[CH:16][N:15]=3)[NH:11][C:3]=2[CH:4]=[CH:5][CH:6]=1)(=[O:10])[NH2:9]. Given the reactants [NH2:1][C:2]1[C:7]([C:8](=[O:10])[NH2:9])=[CH:6][CH:5]=[CH:4][C:3]=1[NH:11][C:12]([C:14]1[CH:23]=[CH:22][C:17]([C:18]([O:20][CH3:21])=[O:19])=[CH:16][N:15]=1)=O, predict the reaction product. (6) Given the reactants [CH3:1][O:2][C:3]1[CH:4]=[C:5]([CH:16]=[CH:17][CH:18]=1)[CH:6]=[N:7][NH:8]C(OC(C)(C)C)=O.[OH-].[Na+].O.[C:22]([O:25]CC)(=[O:24])C.[C:28]1([CH3:34])[CH:33]=CC=C[CH:29]=1, predict the reaction product. The product is: [CH3:1][O:2][C:3]1[CH:4]=[C:5]([CH:16]=[CH:17][CH:18]=1)[CH2:6][N:7]([NH2:8])[C:22]([O:25][C:28]([CH3:34])([CH3:33])[CH3:29])=[O:24]. (7) Given the reactants Br[CH2:2][CH2:3][CH2:4][CH2:5][C:6]1([C:9]([O:11][C:12]([CH3:15])([CH3:14])[CH3:13])=[O:10])[CH2:8][CH2:7]1.[C:16]1(=[O:26])[NH:20][C:19](=[O:21])[C:18]2=[CH:22][CH:23]=[CH:24][CH:25]=[C:17]12.C(=O)([O-])[O-].[K+].[K+], predict the reaction product. The product is: [O:21]=[C:19]1[C:18]2[C:17](=[CH:25][CH:24]=[CH:23][CH:22]=2)[C:16](=[O:26])[N:20]1[CH2:2][CH2:3][CH2:4][CH2:5][C:6]1([C:9]([O:11][C:12]([CH3:15])([CH3:14])[CH3:13])=[O:10])[CH2:8][CH2:7]1.